From a dataset of Catalyst prediction with 721,799 reactions and 888 catalyst types from USPTO. Predict which catalyst facilitates the given reaction. Reactant: C[O:2][C:3]1[CH:4]=[C:5]2[C:10](=[CH:11][CH:12]=1)[N:9]=[CH:8][C:7]([NH2:13])=[CH:6]2.B(Br)(Br)Br. Product: [NH2:13][C:7]1[CH:8]=[N:9][C:10]2[C:5]([CH:6]=1)=[CH:4][C:3]([OH:2])=[CH:12][CH:11]=2. The catalyst class is: 34.